From a dataset of Reaction yield outcomes from USPTO patents with 853,638 reactions. Predict the reaction yield, written as a fraction of the theoretical maximum amount of product (1.0 means a 100% yield; for example, 0.34 means a 34% yield). (1) The reactants are [CH:1]([C:4]1[CH:9]=[CH:8][C:7]([C:10]2[CH:15]=[CH:14][N:13]=[C:12]([C:16]3[CH:17]=[C:18]([CH:24]=[CH:25][CH:26]=3)[C:19]([O:21]CC)=[O:20])[CH:11]=2)=[CH:6][CH:5]=1)([CH3:3])[CH3:2].O.[OH-].[Li+]. The catalyst is CO.O. The product is [CH:1]([C:4]1[CH:5]=[CH:6][C:7]([C:10]2[CH:15]=[CH:14][N:13]=[C:12]([C:16]3[CH:17]=[C:18]([CH:24]=[CH:25][CH:26]=3)[C:19]([OH:21])=[O:20])[CH:11]=2)=[CH:8][CH:9]=1)([CH3:3])[CH3:2]. The yield is 0.850. (2) The yield is 0.680. The product is [O:1]1[CH:5]=[CH:4][CH:3]=[C:2]1[C:6]1[CH:11]=[C:10]([O:12][CH3:13])[CH:9]=[CH:8][C:7]=1[O:14][CH2:16][C:17]([O:19][CH3:20])=[O:18]. The catalyst is C(#N)C. The reactants are [O:1]1[CH:5]=[CH:4][CH:3]=[C:2]1[C:6]1[CH:11]=[C:10]([O:12][CH3:13])[CH:9]=[CH:8][C:7]=1[OH:14].Br[CH2:16][C:17]([O:19][CH3:20])=[O:18].C(=O)([O-])[O-].[Cs+].[Cs+]. (3) The reactants are [CH3:1][O:2][C:3]1[NH:4][C:5](=O)[C:6]2[C:11]([CH:12]=1)=[CH:10][CH:9]=[CH:8][CH:7]=2.O=P(Cl)(Cl)[Cl:16]. No catalyst specified. The product is [Cl:16][C:5]1[C:6]2[C:11](=[CH:10][CH:9]=[CH:8][CH:7]=2)[CH:12]=[C:3]([O:2][CH3:1])[N:4]=1. The yield is 0.440. (4) The reactants are [Br:1][C:2]1[CH:7]=[C:6]([F:8])[CH:5]=[CH:4][C:3]=1[C@H:9]1[C:14]([C:15]([O:17][CH2:18][CH3:19])=[O:16])=[C:13]([CH2:20]Br)[NH:12][C:11]([C:22]2[S:23][CH:24]=[CH:25][N:26]=2)=[N:10]1.[NH:27]1[CH2:32][CH2:31][S:30](=[O:34])(=[O:33])[CH2:29][C@H:28]1[C:35]([OH:37])=[O:36].C(=O)([O-])[O-].[K+].[K+]. The catalyst is C(O)C. The product is [Br:1][C:2]1[CH:7]=[C:6]([F:8])[CH:5]=[CH:4][C:3]=1[C@@H:9]1[N:10]=[C:11]([C:22]2[S:23][CH:24]=[CH:25][N:26]=2)[NH:12][C:13]([CH2:20][N:27]2[CH2:32][CH2:31][S:30](=[O:33])(=[O:34])[CH2:29][C@H:28]2[C:35]([OH:37])=[O:36])=[C:14]1[C:15]([O:17][CH2:18][CH3:19])=[O:16]. The yield is 0.300. (5) The reactants are [O:1]=[C:2]1[C:10]2([CH2:14][O:13][C:12]3[CH:15]=[C:16]4[C:20](=[CH:21][C:11]2=3)[CH2:19][CH2:18][O:17]4)[C:9]2[C:4](=[CH:5][CH:6]=[CH:7][CH:8]=2)[N:3]1[CH2:22][C:23]1[O:27][C:26]([C:28]([O:30]C)=[O:29])=[CH:25][CH:24]=1.[OH-].[Na+].CO. The catalyst is O. The product is [O:1]=[C:2]1[C:10]2([CH2:14][O:13][C:12]3[CH:15]=[C:16]4[C:20](=[CH:21][C:11]2=3)[CH2:19][CH2:18][O:17]4)[C:9]2[C:4](=[CH:5][CH:6]=[CH:7][CH:8]=2)[N:3]1[CH2:22][C:23]1[O:27][C:26]([C:28]([OH:30])=[O:29])=[CH:25][CH:24]=1. The yield is 0.920. (6) The reactants are [F:1][CH2:2][CH2:3][CH2:4][O:5][C:6]1[CH:14]=[C:13]2[C:9]([CH2:10][C:11]3([CH2:20][CH2:19][CH:18]([OH:21])[CH2:17][CH2:16]3)[C:12]2=[O:15])=[CH:8][CH:7]=1.[CH3:22]C(C)([O-])C.[K+].CI.CCOC(C)=O. The catalyst is O1CCCC1.CCCCCCC. The product is [F:1][CH2:2][CH2:3][CH2:4][O:5][C:6]1[CH:14]=[C:13]2[C:9]([CH2:10][C:11]3([CH2:16][CH2:17][CH:18]([O:21][CH3:22])[CH2:19][CH2:20]3)[C:12]2=[O:15])=[CH:8][CH:7]=1. The yield is 0.300. (7) The reactants are [Si](OS(C(F)(F)F)(=O)=O)(C)(C)C.[S:13]1[CH2:18][CH2:17][C:16](=O)[CH2:15][CH2:14]1.[Br:20][C:21]1[CH:22]=[C:23]2[C:27](=[C:28]([C:30]([O:32][CH2:33]C)=[O:31])[CH:29]=1)[NH:26][CH:25]=[CH:24]2.C([SiH](CC)CC)C.C([O-])([O-])=O.[Na+].[Na+]. The catalyst is C(Cl)Cl. The product is [Br:20][C:21]1[CH:22]=[C:23]2[C:27](=[C:28]([C:30]([O:32][CH3:33])=[O:31])[CH:29]=1)[NH:26][CH:25]=[C:24]2[CH:16]1[CH2:17][CH2:18][S:13][CH2:14][CH2:15]1. The yield is 0.760. (8) The reactants are Br[C:2]1[CH:20]=[CH:19][C:5]([O:6][C:7]2[CH:14]=[CH:13][C:10]([C:11]#[N:12])=[CH:9][C:8]=2[CH2:15][NH:16][CH:17]=[O:18])=[CH:4][C:3]=1[CH2:21][O:22]C1CCCCO1.[B:29]1(B2OC(C)(C)C(C)(C)O2)OC(C)(C)C(C)(C)[O:30]1.C([O-])(=O)C.[K+]. The catalyst is O1CCOCC1.C1C=CC(P(C2C=CC=CC=2)[C-]2C=CC=C2)=CC=1.C1C=CC(P(C2C=CC=CC=2)[C-]2C=CC=C2)=CC=1.Cl[Pd]Cl.[Fe+2]. The product is [C:11]([C:10]1[CH:13]=[CH:14][C:7]([O:6][C:5]2[CH:19]=[CH:20][C:2]3[B:29]([OH:30])[O:22][CH2:21][C:3]=3[CH:4]=2)=[C:8]([CH2:15][NH:16][CH:17]=[O:18])[CH:9]=1)#[N:12]. The yield is 0.680. (9) The reactants are [CH2:1]([O:8][C@@H:9]1[CH2:12][C@H:11]([N:13]2[C:17]3[CH:18]=[C:19]([F:22])[CH:20]=[CH:21][C:16]=3[N:15]=[C:14]2[C@@H:23]([NH2:25])[CH3:24])[CH2:10]1)[C:2]1[CH:7]=[CH:6][CH:5]=[CH:4][CH:3]=1.Cl[C:27]1[N:35]=[CH:34][N:33]=[C:32]2[C:28]=1[N:29]=[CH:30][N:31]2C1CCCCO1.CCN(C(C)C)C(C)C. The catalyst is CC(O)C. The product is [CH2:1]([O:8][C@@H:9]1[CH2:12][C@H:11]([N:13]2[C:17]3[CH:18]=[C:19]([F:22])[CH:20]=[CH:21][C:16]=3[N:15]=[C:14]2[C@@H:23]([NH:25][C:27]2[N:35]=[CH:34][N:33]=[C:32]3[C:28]=2[N:29]=[CH:30][NH:31]3)[CH3:24])[CH2:10]1)[C:2]1[CH:3]=[CH:4][CH:5]=[CH:6][CH:7]=1. The yield is 0.760.